Dataset: NCI-60 drug combinations with 297,098 pairs across 59 cell lines. Task: Regression. Given two drug SMILES strings and cell line genomic features, predict the synergy score measuring deviation from expected non-interaction effect. (1) Drug 1: CC1=C(N=C(N=C1N)C(CC(=O)N)NCC(C(=O)N)N)C(=O)NC(C(C2=CN=CN2)OC3C(C(C(C(O3)CO)O)O)OC4C(C(C(C(O4)CO)O)OC(=O)N)O)C(=O)NC(C)C(C(C)C(=O)NC(C(C)O)C(=O)NCCC5=NC(=CS5)C6=NC(=CS6)C(=O)NCCC[S+](C)C)O. Drug 2: CCN(CC)CCCC(C)NC1=C2C=C(C=CC2=NC3=C1C=CC(=C3)Cl)OC. Cell line: OVCAR-8. Synergy scores: CSS=55.9, Synergy_ZIP=-5.90, Synergy_Bliss=-6.58, Synergy_Loewe=-3.35, Synergy_HSA=-0.435. (2) Drug 1: CS(=O)(=O)C1=CC(=C(C=C1)C(=O)NC2=CC(=C(C=C2)Cl)C3=CC=CC=N3)Cl. Drug 2: CC1=CC2C(CCC3(C2CCC3(C(=O)C)OC(=O)C)C)C4(C1=CC(=O)CC4)C. Cell line: HL-60(TB). Synergy scores: CSS=-9.70, Synergy_ZIP=1.26, Synergy_Bliss=-3.61, Synergy_Loewe=-10.7, Synergy_HSA=-10.1. (3) Drug 1: CC1=C(C=C(C=C1)C(=O)NC2=CC(=CC(=C2)C(F)(F)F)N3C=C(N=C3)C)NC4=NC=CC(=N4)C5=CN=CC=C5. Drug 2: C1=NNC2=C1C(=O)NC=N2. Cell line: HS 578T. Synergy scores: CSS=0.647, Synergy_ZIP=6.13, Synergy_Bliss=0.371, Synergy_Loewe=-1.18, Synergy_HSA=-1.31. (4) Synergy scores: CSS=62.8, Synergy_ZIP=-1.52, Synergy_Bliss=-2.10, Synergy_Loewe=1.40, Synergy_HSA=3.34. Drug 1: C1C(C(OC1N2C=C(C(=O)NC2=O)F)CO)O. Drug 2: CC1=C(C(=O)C2=C(C1=O)N3CC4C(C3(C2COC(=O)N)OC)N4)N. Cell line: A549. (5) Drug 1: CCCCCOC(=O)NC1=NC(=O)N(C=C1F)C2C(C(C(O2)C)O)O. Drug 2: C(CN)CNCCSP(=O)(O)O. Cell line: HCT116. Synergy scores: CSS=-3.01, Synergy_ZIP=-0.484, Synergy_Bliss=-1.63, Synergy_Loewe=-2.69, Synergy_HSA=-3.92.